This data is from hERG Central: cardiac toxicity at 1µM, 10µM, and general inhibition. The task is: Predict hERG channel inhibition at various concentrations. (1) The drug is CCc1ccc(S(=O)(=O)NCCc2cn3ccc(C)cc3n2)s1. Results: hERG_inhib (hERG inhibition (general)): blocker. (2) The molecule is CCc1nnc(NC(=O)CSc2nnc(CNc3cccc(Cl)c3)n2CC)s1. Results: hERG_inhib (hERG inhibition (general)): blocker. (3) Results: hERG_inhib (hERG inhibition (general)): blocker. The molecule is CC(C)c1ccc(/C=C(\NC(=O)c2ccccc2)C(=O)NCCCn2ccnc2)cc1. (4) The drug is CC1CCN(c2nc3ccc(C(=O)NCCCN4CCCCC4)cc3s2)CC1. Results: hERG_inhib (hERG inhibition (general)): blocker. (5) The drug is N#Cc1ccc(OCC(O)CN2CCC(C(O)(c3ccccc3)c3ccccc3)CC2)cc1. Results: hERG_inhib (hERG inhibition (general)): blocker.